From a dataset of M1 muscarinic receptor agonist screen with 61,833 compounds. Binary Classification. Given a drug SMILES string, predict its activity (active/inactive) in a high-throughput screening assay against a specified biological target. (1) The compound is OC1(CCN(CC1)C)C#C\C=C\OC. The result is 0 (inactive). (2) The drug is s1c(N2CCOCC2)nc2c1cc(C(=O)N1CCCC1)cc2. The result is 0 (inactive).